Dataset: Reaction yield outcomes from USPTO patents with 853,638 reactions. Task: Predict the reaction yield, written as a fraction of the theoretical maximum amount of product (1.0 means a 100% yield; for example, 0.34 means a 34% yield). The reactants are CN(CCN(C)C)C.[Li]CCCC.[CH3:14][O:15][C:16]1[CH:21]=[CH:20][C:19]([C:22]([F:25])([F:24])[F:23])=[CH:18][CH:17]=1.[CH:26]1([CH2:32]Br)[CH2:31][CH2:30][CH2:29][CH2:28][CH2:27]1. The catalyst is C1COCC1. The product is [CH:26]1([CH2:32][C:17]2[CH:18]=[C:19]([C:22]([F:23])([F:24])[F:25])[CH:20]=[CH:21][C:16]=2[O:15][CH3:14])[CH2:31][CH2:30][CH2:29][CH2:28][CH2:27]1. The yield is 0.210.